From a dataset of Catalyst prediction with 721,799 reactions and 888 catalyst types from USPTO. Predict which catalyst facilitates the given reaction. (1) Reactant: IC1C=CC(C(Cl)=O)=CC=1.[Cl:11][C:12]1[CH:13]=[C:14]([CH:16]=[CH:17][C:18]=1[O:19][C:20]1[C:29]2[C:24](=[CH:25][C:26]([O:32][CH3:33])=[C:27]([O:30][CH3:31])[CH:28]=2)[N:23]=[CH:22][CH:21]=1)[NH2:15].[I:34][C:35]1[CH:40]=[CH:39][C:38]([C:41]([N:43]=[C:44]=[S:45])=[O:42])=[CH:37][CH:36]=1. Product: [I:34][C:35]1[CH:36]=[CH:37][C:38]([C:41]([N:43]=[C:44]=[S:45])=[O:42])=[CH:39][CH:40]=1.[Cl:11][C:12]1[CH:13]=[C:14]([NH:15][C:44]([NH:43][C:41](=[O:42])[C:38]2[CH:39]=[CH:40][C:35]([I:34])=[CH:36][CH:37]=2)=[S:45])[CH:16]=[CH:17][C:18]=1[O:19][C:20]1[C:29]2[C:24](=[CH:25][C:26]([O:32][CH3:33])=[C:27]([O:30][CH3:31])[CH:28]=2)[N:23]=[CH:22][CH:21]=1. The catalyst class is: 234. (2) Reactant: [Cl:1][C:2]1[C:11]2[C:6](=[CH:7][CH:8]=[C:9]([C:12](Cl)=[O:13])[CH:10]=2)[C:5]([Cl:15])=[CH:4][N:3]=1.Cl.[C:17]([O:21][C:22](=[O:26])[CH2:23][CH2:24][NH2:25])([CH3:20])([CH3:19])[CH3:18].CCN(CC)CC. Product: [C:17]([O:21][C:22](=[O:26])[CH2:23][CH2:24][NH:25][C:12]([C:9]1[CH:10]=[C:11]2[C:6]([C:5]([Cl:15])=[CH:4][N:3]=[C:2]2[Cl:1])=[CH:7][CH:8]=1)=[O:13])([CH3:20])([CH3:19])[CH3:18]. The catalyst class is: 2. (3) Product: [Cl:12][C:11]1[C:10]([Cl:13])=[C:9]([Cl:14])[S:8][C:7]=1[C:5](=[O:6])[C:4]([OH:15])=[O:3]. The catalyst class is: 95. Reactant: C([O:3][C:4](=[O:15])[C:5]([C:7]1[S:8][C:9]([Cl:14])=[C:10]([Cl:13])[C:11]=1[Cl:12])=[O:6])C.Cl. (4) Product: [O:39]1[C:40]2[CH:46]=[CH:45][CH:44]=[CH:43][C:41]=2[N:42]=[C:38]1[N:19]1[CH2:20][CH2:21][CH2:22][C@H:17]([NH:16][CH2:15][C:14]2[CH:13]=[C:12]3[C:7]([CH2:8][CH2:9][C:10](=[O:30])[N:11]3[CH3:29])=[CH:6][C:5]=2[O:4][CH3:3])[C@@H:18]1[C:23]1[CH:28]=[CH:27][CH:26]=[CH:25][CH:24]=1. Reactant: Cl.Cl.[CH3:3][O:4][C:5]1[CH:6]=[C:7]2[C:12](=[CH:13][C:14]=1[CH2:15][NH:16][C@H:17]1[CH2:22][CH2:21][CH2:20][NH:19][C@H:18]1[C:23]1[CH:28]=[CH:27][CH:26]=[CH:25][CH:24]=1)[N:11]([CH3:29])[C:10](=[O:30])[CH2:9][CH2:8]2.C(=O)([O-])[O-].[K+].[K+].Cl[C:38]1[O:39][C:40]2[CH:46]=[CH:45][CH:44]=[CH:43][C:41]=2[N:42]=1. The catalyst class is: 12.